From a dataset of Reaction yield outcomes from USPTO patents with 853,638 reactions. Predict the reaction yield, written as a fraction of the theoretical maximum amount of product (1.0 means a 100% yield; for example, 0.34 means a 34% yield). (1) The reactants are CN(C)C=O.[CH2:6]([O:10][CH2:11][C:12]([N:14]1[CH2:22][C:21]2[CH:20]=[N:19][C:18]([NH:23][CH:24]3[CH2:32][C:31]4[C:26](=[CH:27][CH:28]=[CH:29][CH:30]=4)[CH2:25]3)=[N:17][C:16]=2[CH2:15]1)=[O:13])[CH2:7][C:8]#[CH:9].[Na].O=C1O[C@H]([C@H](CO)O)C(O)=C1O.[N:46]([Si](C)(C)C)=[N+:47]=[N-:48]. The catalyst is O.O.O.O.O.S([O-])([O-])(=O)=O.[Cu+2].O. The product is [CH2:25]1[C:26]2[C:31](=[CH:30][CH:29]=[CH:28][CH:27]=2)[CH2:32][CH:24]1[NH:23][C:18]1[N:19]=[CH:20][C:21]2[CH2:22][N:14]([C:12](=[O:13])[CH2:11][O:10][CH2:6][CH2:7][C:8]3[N:46]=[N:47][NH:48][CH:9]=3)[CH2:15][C:16]=2[N:17]=1. The yield is 0.300. (2) The reactants are [CH2:1]([N:3]1[C:11]2[C:6](=[CH:7][CH:8]=[C:9]([OH:12])[CH:10]=2)[CH:5]=[N:4]1)[CH3:2].Cl[C:14]1[N:15]=[C:16]([OH:30])[C:17]2[CH:23]=[CH:22][N:21]=[C:20]([C:24]3[N:25]=[CH:26][N:27]([CH3:29])[CH:28]=3)[C:18]=2[N:19]=1. No catalyst specified. The product is [CH2:1]([N:3]1[C:11]2[C:6](=[CH:7][CH:8]=[C:9]([O:12][C:14]3[N:15]=[C:16]([OH:30])[C:17]4[CH:23]=[CH:22][N:21]=[C:20]([C:24]5[N:25]=[CH:26][N:27]([CH3:29])[CH:28]=5)[C:18]=4[N:19]=3)[CH:10]=2)[CH:5]=[N:4]1)[CH3:2]. The yield is 0.270. (3) The reactants are Cl[S:2]([C:5]1[CH:13]=[CH:12][C:8]([C:9]([OH:11])=[O:10])=[CH:7][CH:6]=1)(=[O:4])=[O:3].[CH3:14][O:15][C:16]1[CH:23]=[CH:22][C:19]([CH2:20][NH2:21])=[CH:18][CH:17]=1.C(N(CC)CC)C. The catalyst is CC(C)=O. The product is [CH3:14][O:15][C:16]1[CH:23]=[CH:22][C:19]([CH2:20][NH:21][S:2]([C:5]2[CH:13]=[CH:12][C:8]([C:9]([OH:11])=[O:10])=[CH:7][CH:6]=2)(=[O:4])=[O:3])=[CH:18][CH:17]=1. The yield is 0.700.